The task is: Regression. Given a peptide amino acid sequence and an MHC pseudo amino acid sequence, predict their binding affinity value. This is MHC class II binding data.. This data is from Peptide-MHC class II binding affinity with 134,281 pairs from IEDB. (1) The peptide sequence is LALLVKYVNGDGDVV. The MHC is DRB1_1101 with pseudo-sequence DRB1_1101. The binding affinity (normalized) is 0.431. (2) The peptide sequence is AAIHEMFVNTLVASS. The MHC is DRB3_0101 with pseudo-sequence DRB3_0101. The binding affinity (normalized) is 0.393. (3) The peptide sequence is GELQIVDKIDAKFKI. The MHC is DRB1_0701 with pseudo-sequence DRB1_0701. The binding affinity (normalized) is 0.574. (4) The MHC is DRB5_0101 with pseudo-sequence DRB5_0101. The peptide sequence is YNHVVAANALLFLMS. The binding affinity (normalized) is 0.428. (5) The peptide sequence is SVRFSWLSLLVPFVQ. The MHC is DRB1_0801 with pseudo-sequence DRB1_0801. The binding affinity (normalized) is 0.